This data is from Forward reaction prediction with 1.9M reactions from USPTO patents (1976-2016). The task is: Predict the product of the given reaction. (1) Given the reactants [Cl:1][C:2]1[CH:7]=[CH:6][C:5]([CH:8]2[C:17](=O)[C:16]3[C:15]([C:19]([O:21]CC)=O)=[CH:14][CH:13]=[CH:12][C:11]=3[NH:10][CH:9]2[C:24]2[CH:29]=[CH:28][C:27]([CH2:30][N:31]([CH2:34][CH3:35])[CH2:32][CH3:33])=[CH:26][CH:25]=2)=[CH:4][CH:3]=1.O.[NH2:37][NH2:38], predict the reaction product. The product is: [Cl:1][C:2]1[CH:3]=[CH:4][C:5]([CH:8]2[C:17]3=[N:37][NH:38][C:19](=[O:21])[C:15]4[CH:14]=[CH:13][CH:12]=[C:11]([C:16]=43)[NH:10][CH:9]2[C:24]2[CH:25]=[CH:26][C:27]([CH2:30][N:31]([CH2:34][CH3:35])[CH2:32][CH3:33])=[CH:28][CH:29]=2)=[CH:6][CH:7]=1. (2) Given the reactants [CH3:1][O:2][C:3]1[CH:4]=[C:5]2[C:10](=[CH:11][C:12]=1[O:13][CH3:14])[N:9]=[CH:8][CH:7]=[C:6]2[O:15][C:16]1[CH:22]=[CH:21][C:19]([NH2:20])=[C:18]([CH3:23])[C:17]=1[CH3:24].Cl[C:26](Cl)([O:28]C(=O)OC(Cl)(Cl)Cl)Cl.[NH2:37][C:38]1[CH:43]=[CH:42][C:41]([Cl:44])=[CH:40][N:39]=1.C(=O)([O-])O.[Na+], predict the reaction product. The product is: [Cl:44][C:41]1[CH:42]=[CH:43][C:38]([NH:37][C:26]([NH:20][C:19]2[CH:21]=[CH:22][C:16]([O:15][C:6]3[C:5]4[C:10](=[CH:11][C:12]([O:13][CH3:14])=[C:3]([O:2][CH3:1])[CH:4]=4)[N:9]=[CH:8][CH:7]=3)=[C:17]([CH3:24])[C:18]=2[CH3:23])=[O:28])=[N:39][CH:40]=1.